Dataset: Forward reaction prediction with 1.9M reactions from USPTO patents (1976-2016). Task: Predict the product of the given reaction. (1) Given the reactants [Cl:1][C:2]1[CH:3]=[C:4]([NH2:12])[C:5]([CH3:11])=[C:6]2[C:10]=1[NH:9][CH:8]=[CH:7]2.Cl[C:14]1[C:19]([C:20]#[N:21])=[CH:18][N:17]=[C:16]([CH3:22])[C:15]=1[I:23], predict the reaction product. The product is: [Cl:1][C:2]1[CH:3]=[C:4]([NH:12][C:14]2[C:19]([C:20]#[N:21])=[CH:18][N:17]=[C:16]([CH3:22])[C:15]=2[I:23])[C:5]([CH3:11])=[C:6]2[C:10]=1[NH:9][CH:8]=[CH:7]2. (2) Given the reactants [Cl:1][C:2]1[CH:7]=[CH:6][C:5]([C:8]2[CH:13]=[CH:12][N:11]([CH2:14][CH2:15][C@@:16]([CH3:24])([S:20]([CH3:23])(=[O:22])=[O:21])[C:17](O)=[O:18])[C:10](=[O:25])[CH:9]=2)=[C:4]([F:26])[C:3]=1[F:27].CN1CCOCC1.ClC1N=C(OC)N=C(OC)N=1.[O:46]1[CH2:51][CH2:50][CH2:49][CH2:48][CH:47]1[O:52][NH2:53], predict the reaction product. The product is: [Cl:1][C:2]1[CH:7]=[CH:6][C:5]([C:8]2[CH:13]=[CH:12][N:11]([CH2:14][CH2:15][C@@:16]([CH3:24])([S:20]([CH3:23])(=[O:21])=[O:22])[C:17]([NH:53][O:52][CH:47]3[CH2:48][CH2:49][CH2:50][CH2:51][O:46]3)=[O:18])[C:10](=[O:25])[CH:9]=2)=[C:4]([F:26])[C:3]=1[F:27].